This data is from Catalyst prediction with 721,799 reactions and 888 catalyst types from USPTO. The task is: Predict which catalyst facilitates the given reaction. (1) Reactant: Br[C:2]1[CH:3]=[C:4]([O:10][CH3:11])[C:5]([O:8][CH3:9])=[N:6][CH:7]=1.[Cu][C:13]#[N:14]. Product: [CH3:11][O:10][C:4]1[C:5]([O:8][CH3:9])=[N:6][CH:7]=[C:2]([CH:3]=1)[C:13]#[N:14]. The catalyst class is: 9. (2) Reactant: [CH3:1][C:2]1[N:3]=[C:4]([S:13][CH2:14][CH2:15][CH:16]([C:21]2[O:22][C:23]3[CH:30]=[C:29]([C:31]([F:34])([F:33])[F:32])[CH:28]=[CH:27][C:24]=3[C:25]=2[CH3:26])[CH2:17][CH2:18][CH2:19][CH3:20])[S:5][C:6]=1[CH2:7][C:8]([O:10]CC)=[O:9].[OH-].[Na+]. Product: [CH3:1][C:2]1[N:3]=[C:4]([S:13][CH2:14][CH2:15][CH:16]([C:21]2[O:22][C:23]3[CH:30]=[C:29]([C:31]([F:34])([F:32])[F:33])[CH:28]=[CH:27][C:24]=3[C:25]=2[CH3:26])[CH2:17][CH2:18][CH2:19][CH3:20])[S:5][C:6]=1[CH2:7][C:8]([OH:10])=[O:9]. The catalyst class is: 92. (3) Reactant: [CH2:1]([N:3]1[C:7]2[N:8]=[C:9]([C:18]3[CH:23]=[CH:22][C:21]([NH:24][C:25]([NH:27][C:28]4[CH:36]=[CH:35][C:31]([C:32]([OH:34])=O)=[CH:30][CH:29]=4)=[O:26])=[CH:20][CH:19]=3)[N:10]=[C:11]([N:12]3[CH2:17][CH2:16][O:15][CH2:14][CH2:13]3)[C:6]=2[N:5]=[N:4]1)[CH3:2].[CH3:37][NH:38][CH2:39][CH2:40][NH:41][CH3:42].CCN(CC)CC.C1C=CC2N(O)N=NC=2C=1.CCN=C=NCCCN(C)C. Product: [CH2:1]([N:3]1[C:7]2[N:8]=[C:9]([C:18]3[CH:23]=[CH:22][C:21]([NH:24][C:25]([NH:27][C:28]4[CH:36]=[CH:35][C:31]([C:32]([N:38]([CH3:37])[CH2:39][CH2:40][NH:41][CH3:42])=[O:34])=[CH:30][CH:29]=4)=[O:26])=[CH:20][CH:19]=3)[N:10]=[C:11]([N:12]3[CH2:13][CH2:14][O:15][CH2:16][CH2:17]3)[C:6]=2[N:5]=[N:4]1)[CH3:2]. The catalyst class is: 1.